From a dataset of Full USPTO retrosynthesis dataset with 1.9M reactions from patents (1976-2016). Predict the reactants needed to synthesize the given product. (1) Given the product [ClH:1].[O:17]=[C:11]1[C:10]2[C:15]3=[C:6]([CH2:5][CH:4]([CH2:3][NH:2][C:27](=[O:28])[CH2:26][NH2:25])[N:14]3[C:13](=[O:16])[NH:12]1)[CH:7]=[CH:8][CH:9]=2, predict the reactants needed to synthesize it. The reactants are: [ClH:1].[NH2:2][CH2:3][CH:4]1[N:14]2[C:15]3[C:10]([C:11](=[O:17])[NH:12][C:13]2=[O:16])=[CH:9][CH:8]=[CH:7][C:6]=3[CH2:5]1.C([NH:25][CH2:26][C:27](O)=[O:28])(OC(C)(C)C)=O. (2) Given the product [Cl:44][C:27]1[C:28]([NH:30][C:31]2[C:42]([F:43])=[CH:41][CH:40]=[CH:39][C:32]=2[C:33]([NH:35][CH2:36][C:37]#[CH:38])=[O:34])=[N:29][C:24]([NH:1][C:2]2[CH:22]=[CH:21][C:5]3[C:6]([CH3:19])([CH3:20])[CH2:7][CH:8]([NH:12][C:13](=[O:18])[C:14]([F:17])([F:15])[F:16])[C:9](=[O:11])[NH:10][C:4]=3[CH:3]=2)=[N:25][CH:26]=1, predict the reactants needed to synthesize it. The reactants are: [NH2:1][C:2]1[CH:22]=[CH:21][C:5]2[C:6]([CH3:20])([CH3:19])[CH2:7][CH:8]([NH:12][C:13](=[O:18])[C:14]([F:17])([F:16])[F:15])[C:9](=[O:11])[NH:10][C:4]=2[CH:3]=1.Cl[C:24]1[N:29]=[C:28]([NH:30][C:31]2[C:42]([F:43])=[CH:41][CH:40]=[CH:39][C:32]=2[C:33]([NH:35][CH2:36][C:37]#[CH:38])=[O:34])[C:27]([Cl:44])=[CH:26][N:25]=1.